From a dataset of Forward reaction prediction with 1.9M reactions from USPTO patents (1976-2016). Predict the product of the given reaction. (1) Given the reactants [C:1]1([S:7]([CH:10]2[CH2:15][CH2:14][NH:13][CH2:12][CH2:11]2)(=[O:9])=[O:8])[CH:6]=[CH:5][CH:4]=[CH:3][CH:2]=1.Cl[C:17]1[C:22]([C:23]([F:26])([F:25])[F:24])=[CH:21][CH:20]=[CH:19][N:18]=1.C(N(C(C)C)CC)(C)C.[NH4+].[Cl-], predict the reaction product. The product is: [C:1]1([S:7]([CH:10]2[CH2:11][CH2:12][N:13]([C:17]3[C:22]([C:23]([F:26])([F:25])[F:24])=[CH:21][CH:20]=[CH:19][N:18]=3)[CH2:14][CH2:15]2)(=[O:9])=[O:8])[CH:6]=[CH:5][CH:4]=[CH:3][CH:2]=1. (2) Given the reactants [CH3:1][O:2][C:3]1[CH:8]=[CH:7][C:6]([CH2:9][C:10](=O)[CH3:11])=[CH:5][CH:4]=1.[CH2:13]([NH2:20])[C:14]1[CH:19]=[CH:18][CH:17]=[CH:16][CH:15]=1.C([BH3-])#N.[Na+], predict the reaction product. The product is: [CH3:1][O:2][C:3]1[CH:8]=[CH:7][C:6]([CH2:9][CH:10]([CH3:11])[NH:20][CH2:13][C:14]2[CH:19]=[CH:18][CH:17]=[CH:16][CH:15]=2)=[CH:5][CH:4]=1. (3) Given the reactants [Br:1][C:2]1[CH:7]=[CH:6][C:5]([C:8]2[O:12][N:11]=[C:10]([CH3:13])[C:9]=2[NH2:14])=[CH:4][CH:3]=1.[CH3:15][C:16]([C:22]1[CH:27]=[CH:26][CH:25]=[CH:24][CH:23]=1)([CH3:21])[CH2:17][C:18](=O)[CH3:19], predict the reaction product. The product is: [Br:1][C:2]1[CH:3]=[CH:4][C:5]([C:8]2[O:12][N:11]=[C:10]([CH3:13])[C:9]=2[NH:14][CH:18]([CH3:19])[CH2:17][C:16]([CH3:21])([C:22]2[CH:27]=[CH:26][CH:25]=[CH:24][CH:23]=2)[CH3:15])=[CH:6][CH:7]=1. (4) Given the reactants [C:1](Cl)([CH3:4])([CH3:3])[CH3:2].[Br:6][C:7]1[CH:12]=[CH:11][C:10]([SH:13])=[CH:9][CH:8]=1.[Al+3].[Cl-].[Cl-].[Cl-], predict the reaction product. The product is: [C:1]([S:13][C:10]1[CH:11]=[CH:12][C:7]([Br:6])=[CH:8][CH:9]=1)([CH3:4])([CH3:3])[CH3:2].